This data is from Catalyst prediction with 721,799 reactions and 888 catalyst types from USPTO. The task is: Predict which catalyst facilitates the given reaction. Reactant: Br[C:2]1[CH:3]=[C:4]([C:9]([N:11]2[C@H:15]([CH2:16][CH:17]([CH3:19])[CH3:18])[CH2:14][O:13][C:12]2([CH3:21])[CH3:20])=[O:10])[CH:5]=[N:6][C:7]=1[Cl:8].[Cl:22][C:23]1[CH:28]=[CH:27][C:26](B(O)O)=[CH:25][CH:24]=1.C(=O)([O-])[O-].[Na+].[Na+]. Product: [Cl:8][C:7]1[N:6]=[CH:5][C:4]([C:9]([N:11]2[C@H:15]([CH2:16][CH:17]([CH3:19])[CH3:18])[CH2:14][O:13][C:12]2([CH3:21])[CH3:20])=[O:10])=[CH:3][C:2]=1[C:26]1[CH:27]=[CH:28][C:23]([Cl:22])=[CH:24][CH:25]=1. The catalyst class is: 11.